This data is from Catalyst prediction with 721,799 reactions and 888 catalyst types from USPTO. The task is: Predict which catalyst facilitates the given reaction. (1) Reactant: [H-].[Na+].[CH2:3]([O:10][C:11](=[O:24])[CH2:12][O:13][C:14]1[CH:22]=[CH:21][CH:20]=[C:19]2[C:15]=1[CH:16]=[C:17]([CH3:23])[NH:18]2)[C:4]1[CH:9]=[CH:8][CH:7]=[CH:6][CH:5]=1.[Br:25][CH:26](Br)[CH2:27][CH2:28][CH2:29][CH2:30][CH2:31][CH2:32][CH2:33][CH2:34][CH2:35][CH2:36][CH3:37]. Product: [CH2:3]([O:10][C:11](=[O:24])[CH2:12][O:13][C:14]1[CH:22]=[CH:21][CH:20]=[C:19]2[C:15]=1[CH:16]=[C:17]([CH3:23])[N:18]2[CH2:37][CH2:36][CH2:35][CH2:34][CH2:33][CH2:32][CH2:31][CH2:30][CH2:29][CH2:28][CH2:27][CH2:26][Br:25])[C:4]1[CH:9]=[CH:8][CH:7]=[CH:6][CH:5]=1. The catalyst class is: 39. (2) Reactant: [Cl:1][C:2]1[C:7]([NH:8][C:9]2[CH:14]=[CH:13][C:12]([I:15])=[CH:11][C:10]=2[F:16])=[C:6](C(O)=O)[N:5]=[C:4]2[N:20]([CH3:23])[CH:21]=[N:22][C:3]=12.C([N:26]([CH2:29]C)CC)C.C1(P(N=[N+]=[N-])(C2C=CC=CC=2)=[O:38])C=CC=CC=1. Product: [Cl:1][C:2]1[C:3]2[N:22]=[CH:21][N:20]([CH3:23])[C:4]=2[N:5]=[C:6]2[NH:26][C:29](=[O:38])[N:8]([C:9]3[CH:14]=[CH:13][C:12]([I:15])=[CH:11][C:10]=3[F:16])[C:7]=12. The catalyst class is: 11. (3) The catalyst class is: 11. Product: [CH2:26]([O:25][C:23]([NH:1][C:2]1[S:3][C:4]([C:13]2[CH:18]=[CH:17][C:16]([N+:19]([O-:21])=[O:20])=[CH:15][CH:14]=2)=[C:5]([CH3:12])[C:6]=1[C:7]([O:9][CH2:10][CH3:11])=[O:8])=[O:24])[CH3:27]. Reactant: [NH2:1][C:2]1[S:3][C:4]([C:13]2[CH:18]=[CH:17][C:16]([N+:19]([O-:21])=[O:20])=[CH:15][CH:14]=2)=[C:5]([CH3:12])[C:6]=1[C:7]([O:9][CH2:10][CH3:11])=[O:8].Cl[C:23]([O:25][CH2:26][CH3:27])=[O:24].C(O)C. (4) Reactant: C([O:3][C:4]([C:6]1[C:11]([C:12]([O:14][CH2:15][CH3:16])=[O:13])=[CH:10][N:9]=[C:8]([S:17][CH3:18])[N:7]=1)=[CH2:5])C.Cl. Product: [C:4]([C:6]1[C:11]([C:12]([O:14][CH2:15][CH3:16])=[O:13])=[CH:10][N:9]=[C:8]([S:17][CH3:18])[N:7]=1)(=[O:3])[CH3:5]. The catalyst class is: 8. (5) Reactant: [H-].[Na+].[OH:3][CH2:4][C:5]([C:8]1[CH:9]=[C:10]([CH:13]=[CH:14][CH:15]=1)[C:11]#[N:12])([CH3:7])[CH3:6].IC.[C:18](OCC)(=O)C. Product: [CH3:18][O:3][CH2:4][C:5]([C:8]1[CH:9]=[C:10]([CH:13]=[CH:14][CH:15]=1)[C:11]#[N:12])([CH3:7])[CH3:6]. The catalyst class is: 627.